This data is from Experimentally validated miRNA-target interactions with 360,000+ pairs, plus equal number of negative samples. The task is: Binary Classification. Given a miRNA mature sequence and a target amino acid sequence, predict their likelihood of interaction. The miRNA is hsa-miR-126-5p with sequence CAUUAUUACUUUUGGUACGCG. The protein sequence of the target gene is MPKFKAARGVGGQEKHAPLADQILAGNAVRAGVREKRRGRGTGEAEEEYVGPRLSRRILQQARQQQEELEAEHGTGDKPAAPRERTTRLGPRMPQDGSDDEDEEWPTLEKAATMTAAGHHAEVVVDPEDERAIEMFMNKNPPARRTLADIIMEKLTEKQTEVETVMSEVSGFPMPQLDPRVLEVYRGVREVLSKYRSGKLPKAFKIIPALSNWEQILYVTEPEAWTAAAMYQATRIFASNLKERMAQRFYNLVLLPRVRDDVAEYKRLNFHLYMALKKALFKPGAWFKGILIPLCESGTC.... Result: 0 (no interaction).